Dataset: Reaction yield outcomes from USPTO patents with 853,638 reactions. Task: Predict the reaction yield, written as a fraction of the theoretical maximum amount of product (1.0 means a 100% yield; for example, 0.34 means a 34% yield). The catalyst is C(O)(=O)C. The reactants are [CH3:1][C:2]1[C:3]2[N:4]([CH:18]=[CH:19][N:20]=2)[CH:5]=[C:6]([C:8]2[CH:13]=[CH:12][C:11]([C:14]([F:17])([F:16])[F:15])=[CH:10][CH:9]=2)[CH:7]=1.[C:21]([O-])(=O)[CH3:22].[Na+].ICl. The product is [C:21]([C:18]1[N:4]2[CH:5]=[C:6]([C:8]3[CH:13]=[CH:12][C:11]([C:14]([F:16])([F:15])[F:17])=[CH:10][CH:9]=3)[CH:7]=[C:2]([CH3:1])[C:3]2=[N:20][CH:19]=1)#[CH:22]. The yield is 0.890.